Dataset: Forward reaction prediction with 1.9M reactions from USPTO patents (1976-2016). Task: Predict the product of the given reaction. (1) Given the reactants [ClH:1].[NH:2](C(OC(C)(C)C)=O)[C@H:3]([C:19]([NH:21][C@H:22]([C:27]([NH:29][C@H:30]([C:35]([O:37][CH3:38])=[O:36])[CH2:31][CH:32]([CH3:34])[CH3:33])=[O:28])[CH2:23][CH:24]([CH3:26])[CH3:25])=[O:20])[CH2:4][CH2:5][CH2:6][CH2:7][NH:8][C:9]([O:11][CH2:12][C:13]1[CH:18]=[CH:17][CH:16]=[CH:15][CH:14]=1)=[O:10], predict the reaction product. The product is: [NH2:2][C@H:3]([C:19]([NH:21][C@H:22]([C:27]([NH:29][C@H:30]([C:35]([O:37][CH3:38])=[O:36])[CH2:31][CH:32]([CH3:33])[CH3:34])=[O:28])[CH2:23][CH:24]([CH3:25])[CH3:26])=[O:20])[CH2:4][CH2:5][CH2:6][CH2:7][NH:8][C:9]([O:11][CH2:12][C:13]1[CH:14]=[CH:15][CH:16]=[CH:17][CH:18]=1)=[O:10].[ClH:1]. (2) Given the reactants BrC1C([C@@H](NC(=O)CN2C3C(F)(F)CCC(F)(F)C=3C(C(F)F)=N2)CC2C=C(F)C=C(F)C=2)=NC=C(Br)C=1.[NH2:39][C@H:40]([C:50]1[C:55]([C:56]2[CH:57]=[CH:58][C:59]([Cl:71])=[C:60]3[C:64]=2[N:63]([CH3:65])[N:62]=[C:61]3[NH:66][S:67]([CH3:70])(=[O:69])=[O:68])=[CH:54][CH:53]=[C:52]([C:72]#[C:73][C:74]([OH:77])([CH3:76])[CH3:75])[N:51]=1)[CH2:41][C:42]1[CH:47]=[C:46]([F:48])[CH:45]=[C:44]([F:49])[CH:43]=1.[CH3:78][C:79]1[C:91]([CH3:92])=[CH:90][C:82]2[N:83]([CH2:86][C:87](O)=[O:88])[CH:84]=[N:85][C:81]=2[CH:80]=1, predict the reaction product. The product is: [Cl:71][C:59]1[CH:58]=[CH:57][C:56]([C:55]2[C:50]([C@@H:40]([NH:39][C:87](=[O:88])[CH2:86][N:83]3[C:82]4[CH:90]=[C:91]([CH3:92])[C:79]([CH3:78])=[CH:80][C:81]=4[N:85]=[CH:84]3)[CH2:41][C:42]3[CH:47]=[C:46]([F:48])[CH:45]=[C:44]([F:49])[CH:43]=3)=[N:51][C:52]([C:72]#[C:73][C:74]([OH:77])([CH3:75])[CH3:76])=[CH:53][CH:54]=2)=[C:64]2[C:60]=1[C:61]([NH:66][S:67]([CH3:70])(=[O:68])=[O:69])=[N:62][N:63]2[CH3:65]. (3) Given the reactants C([O:8][N:9]1[C:15](=[O:16])[N:14]2[CH2:17][C@H:10]1[CH2:11][CH2:12][C@H:13]2[C:18]([NH:20][NH:21][C:22](=[O:25])[CH2:23][CH3:24])=[O:19])C1C=CC=CC=1, predict the reaction product. The product is: [OH:8][N:9]1[C:15](=[O:16])[N:14]2[CH2:17][C@H:10]1[CH2:11][CH2:12][C@H:13]2[C:18]([NH:20][NH:21][C:22](=[O:25])[CH2:23][CH3:24])=[O:19]. (4) Given the reactants [F:1][C@H:2]1[C@@H:7]([O:8][C:9]2[CH:16]=[CH:15][C:14]([C:17]3[N:22]=[C:21]([NH:23][C:24]4[CH:29]=[CH:28][C:27]([N:30]5[CH2:35][CH2:34][N:33]([CH:36]6[CH2:39][O:38][CH2:37]6)[CH2:32][CH2:31]5)=[CH:26][CH:25]=4)[N:20]=[CH:19][N:18]=3)=[CH:13][C:10]=2[C:11]#[N:12])[CH2:6][CH2:5][NH:4][CH2:3]1.C(N(CC)C(C)C)(C)C.CN(C(ON1N=NC2C=CC=NC1=2)=[N+](C)C)C.F[P-](F)(F)(F)(F)F.C[C:74]1[CH:78]=[C:77]([C:79]([OH:81])=O)[NH:76][N:75]=1.[Cl:82]CCl, predict the reaction product. The product is: [Cl:82][C:78]1[CH:74]=[N:75][NH:76][C:77]=1[C:79]([N:4]1[CH2:5][CH2:6][C@H:7]([O:8][C:9]2[CH:16]=[CH:15][C:14]([C:17]3[N:22]=[C:21]([NH:23][C:24]4[CH:29]=[CH:28][C:27]([N:30]5[CH2:31][CH2:32][N:33]([CH:36]6[CH2:39][O:38][CH2:37]6)[CH2:34][CH2:35]5)=[CH:26][CH:25]=4)[N:20]=[CH:19][N:18]=3)=[CH:13][C:10]=2[C:11]#[N:12])[C@H:2]([F:1])[CH2:3]1)=[O:81].